From a dataset of Reaction yield outcomes from USPTO patents with 853,638 reactions. Predict the reaction yield, written as a fraction of the theoretical maximum amount of product (1.0 means a 100% yield; for example, 0.34 means a 34% yield). The reactants are [CH3:1][C:2]([CH3:56])([CH2:10][C:11]([O:13][C@H:14]1[CH2:31][CH2:30][C@@:29]2([CH3:32])[C@@H:16]([CH2:17][CH2:18][C@:19]3([CH3:53])[C@@H:28]2[CH2:27][CH2:26][C@H:25]2[C@@:20]3([CH3:52])[CH2:21][CH2:22][C@@:23]3(/[CH:40]=[CH:41]/[C:42](=[O:51])[NH:43][C:44]4[CH:49]=[CH:48][C:47]([CH3:50])=[CH:46][CH:45]=4)[CH2:35][C:34](=[O:36])[C:33]([CH:37]([CH3:39])[CH3:38])=[C:24]32)[C:15]1([CH3:55])[CH3:54])=[O:12])[C:3]([O:5]C(C)(C)C)=[O:4].C(O)(C(F)(F)F)=O. The product is [CH:37]([C:33]1[C:34](=[O:36])[CH2:35][C@:23]2(/[CH:40]=[CH:41]/[C:42](=[O:51])[NH:43][C:44]3[CH:45]=[CH:46][C:47]([CH3:50])=[CH:48][CH:49]=3)[CH2:22][CH2:21][C@:20]3([CH3:52])[C@H:25]([CH2:26][CH2:27][C@H:28]4[C@@:19]3([CH3:53])[CH2:18][CH2:17][C@@H:16]3[C@:29]4([CH3:32])[CH2:30][CH2:31][C@H:14]([O:13][C:11](=[O:12])[CH2:10][C:2]([CH3:56])([CH3:1])[C:3]([OH:5])=[O:4])[C:15]3([CH3:54])[CH3:55])[C:24]=12)([CH3:39])[CH3:38]. The catalyst is ClCCl. The yield is 0.558.